Dataset: Peptide-MHC class I binding affinity with 185,985 pairs from IEDB/IMGT. Task: Regression. Given a peptide amino acid sequence and an MHC pseudo amino acid sequence, predict their binding affinity value. This is MHC class I binding data. (1) The peptide sequence is PPIPMSRLF. The MHC is HLA-B35:01 with pseudo-sequence HLA-B35:01. The binding affinity (normalized) is 0.380. (2) The peptide sequence is AMMWRIAQL. The MHC is HLA-A26:01 with pseudo-sequence HLA-A26:01. The binding affinity (normalized) is 0.0847. (3) The peptide sequence is SSWNSAHEK. The MHC is HLA-B51:01 with pseudo-sequence HLA-B51:01. The binding affinity (normalized) is 0.0847. (4) The peptide sequence is FYRYGFVANF. The MHC is HLA-A30:02 with pseudo-sequence HLA-A30:02. The binding affinity (normalized) is 0.149. (5) The peptide sequence is APFNVLKVI. The MHC is HLA-B07:02 with pseudo-sequence HLA-B07:02. The binding affinity (normalized) is 0.363. (6) The peptide sequence is NEWITDFAG. The MHC is HLA-B44:02 with pseudo-sequence HLA-B44:02. The binding affinity (normalized) is 0.188.